Dataset: Reaction yield outcomes from USPTO patents with 853,638 reactions. Task: Predict the reaction yield, written as a fraction of the theoretical maximum amount of product (1.0 means a 100% yield; for example, 0.34 means a 34% yield). (1) The product is [Br:1][C:2]1[CH:3]=[C:4]2[C:8](=[CH:9][CH:10]=1)[N:7]([C:30]([O:29][C:25]([CH3:28])([CH3:27])[CH3:26])=[O:31])[CH:6]=[C:5]2/[C:11](/[C:23]#[N:24])=[CH:12]/[C:13]1[CH:14]=[C:15]([C:16]#[N:17])[CH:18]=[CH:19][C:20]=1[O:21][CH3:22]. The yield is 0.880. The reactants are [Br:1][C:2]1[CH:3]=[C:4]2[C:8](=[CH:9][CH:10]=1)[NH:7][CH:6]=[C:5]2/[C:11](/[C:23]#[N:24])=[CH:12]/[C:13]1[CH:14]=[C:15]([CH:18]=[CH:19][C:20]=1[O:21][CH3:22])[C:16]#[N:17].[C:25]([O:29][C:30](O[C:30]([O:29][C:25]([CH3:28])([CH3:27])[CH3:26])=[O:31])=[O:31])([CH3:28])([CH3:27])[CH3:26]. The catalyst is CN(C1C=CN=CC=1)C.C(#N)C.O. (2) The reactants are [C:1]([C:5]1[CH:48]=[CH:47][C:8]([C:9]([NH:11][C@@H:12]([CH2:20][C:21]2[CH:26]=[CH:25][C:24]([C:27]3[N:32]=[CH:31][C:30]([C:33]4[CH:38]=[CH:37][C:36]([O:39][CH2:40][CH2:41][CH2:42][CH2:43][CH2:44][CH2:45][CH3:46])=[CH:35][CH:34]=4)=[CH:29][N:28]=3)=[CH:23][CH:22]=2)[C:13]([NH:15][CH2:16][C:17](O)=[O:18])=[O:14])=[O:10])=[CH:7][CH:6]=1)([CH3:4])([CH3:3])[CH3:2].[CH3:49][S:50]([NH2:53])(=[O:52])=[O:51].CN(C(ON1N=NC2C=CC=NC1=2)=[N+](C)C)C.F[P-](F)(F)(F)(F)F. The catalyst is CN(C1C=CN=CC=1)C.C(Cl)Cl. The product is [C:1]([C:5]1[CH:6]=[CH:7][C:8]([C:9]([NH:11][C@@H:12]([CH2:20][C:21]2[CH:26]=[CH:25][C:24]([C:27]3[N:32]=[CH:31][C:30]([C:33]4[CH:34]=[CH:35][C:36]([O:39][CH2:40][CH2:41][CH2:42][CH2:43][CH2:44][CH2:45][CH3:46])=[CH:37][CH:38]=4)=[CH:29][N:28]=3)=[CH:23][CH:22]=2)[C:13]([NH:15][CH2:16][C:17]([NH:53][S:50]([CH3:49])(=[O:52])=[O:51])=[O:18])=[O:14])=[O:10])=[CH:47][CH:48]=1)([CH3:3])([CH3:2])[CH3:4]. The yield is 0.110.